From a dataset of Full USPTO retrosynthesis dataset with 1.9M reactions from patents (1976-2016). Predict the reactants needed to synthesize the given product. (1) Given the product [CH2:1]([O:3][CH2:4][C:5]1[N:19]([CH2:20][C:21]2([OH:31])[CH2:30][CH2:29][C:24]3([O:28][CH2:27][CH2:26][O:25]3)[CH2:23][CH2:22]2)[C:18]2[C:17]3[CH:16]=[CH:15][CH:14]=[CH:13][C:12]=3[N:11]=[CH:10][C:9]=2[N:8]=1)[CH3:2], predict the reactants needed to synthesize it. The reactants are: [CH2:1]([O:3][CH2:4][C:5](Cl)=O)[CH3:2].[NH2:8][C:9]1[CH:10]=[N:11][C:12]2[C:17]([C:18]=1[NH:19][CH2:20][C:21]1([OH:31])[CH2:30][CH2:29][C:24]3([O:28][CH2:27][CH2:26][O:25]3)[CH2:23][CH2:22]1)=[CH:16][CH:15]=[CH:14][CH:13]=2.C(N(CC)CC)C. (2) Given the product [F:5][C:6]1[CH:11]=[CH:10][C:9]([NH:12][C:13]([NH:15][C:16]2[CH:17]=[CH:18][C:19]([O:22][C:23]3[C:24]4[CH:31]=[C:30]([CH:32]=[O:33])[NH:29][C:25]=4[N:26]=[CH:27][N:28]=3)=[CH:20][CH:21]=2)=[O:14])=[CH:8][CH:7]=1, predict the reactants needed to synthesize it. The reactants are: C(Cl)(Cl)Cl.[F:5][C:6]1[CH:11]=[CH:10][C:9]([NH:12][C:13]([NH:15][C:16]2[CH:21]=[CH:20][C:19]([O:22][C:23]3[C:24]4[CH:31]=[C:30]([CH2:32][OH:33])[NH:29][C:25]=4[N:26]=[CH:27][N:28]=3)=[CH:18][CH:17]=2)=[O:14])=[CH:8][CH:7]=1.O1CCCC1.